Dataset: Reaction yield outcomes from USPTO patents with 853,638 reactions. Task: Predict the reaction yield, written as a fraction of the theoretical maximum amount of product (1.0 means a 100% yield; for example, 0.34 means a 34% yield). (1) The reactants are [H-].[Na+].[CH:3]1[C:13]2[C:12]3[CH:14]=[CH:15][CH:16]=[CH:17][C:11]=3[CH2:10][C:9](=[O:18])[NH:8][C:7]=2[CH:6]=[CH:5][CH:4]=1.[CH3:19]I. The catalyst is CN(C=O)C.C(Cl)Cl.O. The product is [CH3:19][CH:10]1[C:9](=[O:18])[NH:8][C:7]2[CH:6]=[CH:5][CH:4]=[CH:3][C:13]=2[C:12]2[CH:14]=[CH:15][CH:16]=[CH:17][C:11]1=2. The yield is 0.630. (2) The reactants are [Cl:1][C:2]1[N:11]=[C:10]([N:12]2[CH2:16][CH2:15][C@H:14]([NH:17][C:18](=[O:24])[O:19][C:20]([CH3:23])([CH3:22])[CH3:21])[CH2:13]2)[C:9]2[C:4](=[CH:5][CH:6]=[CH:7][CH:8]=2)[N:3]=1.[F:25][C:26]([F:36])([F:35])[C:27]1[CH:28]=[C:29]([NH2:34])[CH:30]=[C:31]([NH2:33])[CH:32]=1. No catalyst specified. The product is [ClH:1].[NH2:33][C:31]1[CH:30]=[C:29]([NH:34][C:2]2[N:11]=[C:10]([N:12]3[CH2:16][CH2:15][C@H:14]([NH:17][C:18](=[O:24])[O:19][C:20]([CH3:23])([CH3:22])[CH3:21])[CH2:13]3)[C:9]3[C:4](=[CH:5][CH:6]=[CH:7][CH:8]=3)[N:3]=2)[CH:28]=[C:27]([C:26]([F:25])([F:35])[F:36])[CH:32]=1. The yield is 0.560. (3) The reactants are [NH2:1][S:2]([C:5]1[C:6]([Cl:16])=[CH:7][C:8]([F:15])=[C:9]([CH:14]=1)[C:10](OC)=[O:11])(=[O:4])=[O:3].[Cl-].[Cl-].[Ca+2].[BH4-].[Na+]. The catalyst is C1COCC1.CCO. The product is [Cl:16][C:6]1[CH:7]=[C:8]([F:15])[C:9]([CH2:10][OH:11])=[CH:14][C:5]=1[S:2]([NH2:1])(=[O:3])=[O:4]. The yield is 0.980.